Dataset: Reaction yield outcomes from USPTO patents with 853,638 reactions. Task: Predict the reaction yield, written as a fraction of the theoretical maximum amount of product (1.0 means a 100% yield; for example, 0.34 means a 34% yield). (1) The reactants are Br[C:2]1[CH:7]=[CH:6][N:5]=[C:4]([NH:8][C:9]([CH:11]2[CH2:13][CH2:12]2)=[O:10])[CH:3]=1.[F:14][C:15]1[CH:16]=[C:17]([CH:19]=[CH:20][C:21]=1[N+:22]([O-:24])=[O:23])[NH2:18].C1(P(C2CCCCC2)C2C=CC=CC=2C2C(OC)=CC=CC=2OC)CCCCC1.C([O-])([O-])=O.[Cs+].[Cs+]. The catalyst is C([O-])(=O)C.[Pd+2].C([O-])(=O)C.O.C1(C)C=CC=CC=1. The product is [F:14][C:15]1[CH:16]=[C:17]([CH:19]=[CH:20][C:21]=1[N+:22]([O-:24])=[O:23])[NH:18][C:2]1[CH:7]=[CH:6][N:5]=[C:4]([NH:8][C:9]([CH:11]2[CH2:13][CH2:12]2)=[O:10])[CH:3]=1. The yield is 0.220. (2) The reactants are [S:1]1[CH:5]=[CH:4][C:3]2[CH:6]=[C:7]3[C:12](=[CH:13][C:2]1=2)[CH:11]=[CH:10][CH:9]=[CH:8]3.C1C[O:17][CH2:16]C1.C([Li])CCC.CN(C)C=O. The catalyst is O.C(OCC)C. The product is [S:1]1[C:5]([CH:16]=[O:17])=[CH:4][C:3]2[CH:6]=[C:7]3[C:12](=[CH:13][C:2]1=2)[CH:11]=[CH:10][CH:9]=[CH:8]3. The yield is 0.800. (3) The reactants are [C:1]([CH2:3][C:4]([O:6][CH2:7][CH3:8])=[O:5])#[N:2].C(N(C(C)C)CC)(C)C.Br[CH2:19][C:20]([C:22]1[C:27]([F:28])=[CH:26][CH:25]=[CH:24][C:23]=1[F:29])=[O:21]. The yield is 0.810. The catalyst is O1CCCC1. The product is [C:1]([CH:3]([CH2:19][C:20]([C:22]1[C:23]([F:29])=[CH:24][CH:25]=[CH:26][C:27]=1[F:28])=[O:21])[C:4]([O:6][CH2:7][CH3:8])=[O:5])#[N:2]. (4) The reactants are [F:1][C:2]([F:23])([F:22])[C:3]([C:12]1[CH:17]=[CH:16][C:15]([OH:18])=[C:14]([CH2:19][CH2:20][CH3:21])[CH:13]=1)([O:8][CH2:9][O:10][CH3:11])[C:4]([F:7])([F:6])[F:5].O.[F:25][C:26]([F:39])([F:38])[S:27](O[S:27]([C:26]([F:39])([F:38])[F:25])(=[O:29])=[O:28])(=[O:29])=[O:28]. The catalyst is C(Cl)Cl.N1C=CC=CC=1. The product is [F:25][C:26]([F:39])([F:38])[S:27]([O:18][C:15]1[CH:16]=[CH:17][C:12]([C:3]([O:8][CH2:9][O:10][CH3:11])([C:4]([F:6])([F:5])[F:7])[C:2]([F:22])([F:23])[F:1])=[CH:13][C:14]=1[CH2:19][CH2:20][CH3:21])(=[O:29])=[O:28]. The yield is 0.870. (5) The reactants are [CH:1]1([CH2:4][N:5]2[C:9]3[CH:10]=[CH:11][C:12]([S:14]([CH2:17][C:18]([CH3:21])(O)[CH3:19])(=[O:16])=[O:15])=[CH:13][C:8]=3[N:7]=[C:6]2[CH2:22][C:23]([CH3:26])([CH3:25])[CH3:24])[CH2:3][CH2:2]1.C[Si]([C:31]#[N:32])(C)C.S(=O)(=O)(O)[OH:34].C(=O)([O-])[O-].[K+].[K+]. The catalyst is O. The product is [CH:1]1([CH2:4][N:5]2[C:9]3[CH:10]=[CH:11][C:12]([S:14]([CH2:17][C:18]([NH:32][CH:31]=[O:34])([CH3:19])[CH3:21])(=[O:16])=[O:15])=[CH:13][C:8]=3[N:7]=[C:6]2[CH2:22][C:23]([CH3:25])([CH3:26])[CH3:24])[CH2:3][CH2:2]1. The yield is 0.310. (6) The reactants are [Br:1][C:2]1[C:7]([N+:8]([O-])=O)=[C:6]([N:11]2[CH2:16][CH2:15][CH:14]([C:17]([N:19]3[CH2:24][CH2:23][N:22]([CH3:25])[CH2:21][CH2:20]3)=[O:18])[CH2:13][CH2:12]2)[C:5]([F:26])=[CH:4][N:3]=1.CCOC(C)=O.C(O)C. The catalyst is CO.[OH-].[OH-].[Pd+2]. The product is [BrH:1].[NH2:8][C:7]1[CH:2]=[N:3][CH:4]=[C:5]([F:26])[C:6]=1[N:11]1[CH2:12][CH2:13][CH:14]([C:17]([N:19]2[CH2:20][CH2:21][N:22]([CH3:25])[CH2:23][CH2:24]2)=[O:18])[CH2:15][CH2:16]1. The yield is 0.790. (7) The reactants are [CH3:1][N:2]1[CH2:11][CH2:10][C:9]2[C:4](=[CH:5][C:6]([N+:14]([O-])=O)=[C:7]([O:12][CH3:13])[CH:8]=2)[CH2:3]1. The catalyst is CO.[OH-].[OH-].[Pd+2]. The product is [CH3:1][N:2]1[CH2:11][CH2:10][C:9]2[C:4](=[CH:5][C:6]([NH2:14])=[C:7]([O:12][CH3:13])[CH:8]=2)[CH2:3]1. The yield is 0.772.